This data is from NCI-60 drug combinations with 297,098 pairs across 59 cell lines. The task is: Regression. Given two drug SMILES strings and cell line genomic features, predict the synergy score measuring deviation from expected non-interaction effect. (1) Drug 1: CN1CCC(CC1)COC2=C(C=C3C(=C2)N=CN=C3NC4=C(C=C(C=C4)Br)F)OC. Drug 2: CCC1(CC2CC(C3=C(CCN(C2)C1)C4=CC=CC=C4N3)(C5=C(C=C6C(=C5)C78CCN9C7C(C=CC9)(C(C(C8N6C=O)(C(=O)OC)O)OC(=O)C)CC)OC)C(=O)OC)O.OS(=O)(=O)O. Cell line: K-562. Synergy scores: CSS=62.7, Synergy_ZIP=0.522, Synergy_Bliss=1.34, Synergy_Loewe=-4.15, Synergy_HSA=2.75. (2) Drug 1: CN1C2=C(C=C(C=C2)N(CCCl)CCCl)N=C1CCCC(=O)O.Cl. Drug 2: COC1=C2C(=CC3=C1OC=C3)C=CC(=O)O2. Cell line: UO-31. Synergy scores: CSS=-2.86, Synergy_ZIP=0.561, Synergy_Bliss=-0.412, Synergy_Loewe=-3.95, Synergy_HSA=-2.70. (3) Drug 1: CC1=C2C(C(=O)C3(C(CC4C(C3C(C(C2(C)C)(CC1OC(=O)C(C(C5=CC=CC=C5)NC(=O)OC(C)(C)C)O)O)OC(=O)C6=CC=CC=C6)(CO4)OC(=O)C)OC)C)OC. Drug 2: C1CN(P(=O)(OC1)NCCCl)CCCl. Cell line: UO-31. Synergy scores: CSS=45.1, Synergy_ZIP=2.59, Synergy_Bliss=3.46, Synergy_Loewe=-61.8, Synergy_HSA=4.71. (4) Drug 1: CC1C(C(=O)NC(C(=O)N2CCCC2C(=O)N(CC(=O)N(C(C(=O)O1)C(C)C)C)C)C(C)C)NC(=O)C3=C4C(=C(C=C3)C)OC5=C(C(=O)C(=C(C5=N4)C(=O)NC6C(OC(=O)C(N(C(=O)CN(C(=O)C7CCCN7C(=O)C(NC6=O)C(C)C)C)C)C(C)C)C)N)C. Drug 2: CC1C(C(CC(O1)OC2CC(OC(C2O)C)OC3=CC4=CC5=C(C(=O)C(C(C5)C(C(=O)C(C(C)O)O)OC)OC6CC(C(C(O6)C)O)OC7CC(C(C(O7)C)O)OC8CC(C(C(O8)C)O)(C)O)C(=C4C(=C3C)O)O)O)O. Cell line: HS 578T. Synergy scores: CSS=49.8, Synergy_ZIP=-0.363, Synergy_Bliss=0.307, Synergy_Loewe=0.582, Synergy_HSA=1.08. (5) Drug 1: CC12CCC3C(C1CCC2=O)CC(=C)C4=CC(=O)C=CC34C. Drug 2: C1=CN(C(=O)N=C1N)C2C(C(C(O2)CO)O)O.Cl. Cell line: PC-3. Synergy scores: CSS=55.2, Synergy_ZIP=-0.587, Synergy_Bliss=0.336, Synergy_Loewe=3.65, Synergy_HSA=4.64. (6) Drug 1: C1=CC(=CC=C1CCC2=CNC3=C2C(=O)NC(=N3)N)C(=O)NC(CCC(=O)O)C(=O)O. Drug 2: CC1C(C(CC(O1)OC2CC(OC(C2O)C)OC3=CC4=CC5=C(C(=O)C(C(C5)C(C(=O)C(C(C)O)O)OC)OC6CC(C(C(O6)C)O)OC7CC(C(C(O7)C)O)OC8CC(C(C(O8)C)O)(C)O)C(=C4C(=C3C)O)O)O)O. Cell line: OVCAR-4. Synergy scores: CSS=21.0, Synergy_ZIP=2.00, Synergy_Bliss=0.263, Synergy_Loewe=-2.86, Synergy_HSA=0.707. (7) Drug 1: C1=CC(=CC=C1CCC2=CNC3=C2C(=O)NC(=N3)N)C(=O)NC(CCC(=O)O)C(=O)O. Drug 2: CCN(CC)CCCC(C)NC1=C2C=C(C=CC2=NC3=C1C=CC(=C3)Cl)OC. Cell line: SF-295. Synergy scores: CSS=30.9, Synergy_ZIP=-1.51, Synergy_Bliss=-1.23, Synergy_Loewe=-2.22, Synergy_HSA=2.42. (8) Drug 1: CS(=O)(=O)C1=CC(=C(C=C1)C(=O)NC2=CC(=C(C=C2)Cl)C3=CC=CC=N3)Cl. Drug 2: C1CC(=O)NC(=O)C1N2CC3=C(C2=O)C=CC=C3N. Cell line: NCI-H226. Synergy scores: CSS=7.98, Synergy_ZIP=-0.761, Synergy_Bliss=3.01, Synergy_Loewe=2.33, Synergy_HSA=3.42. (9) Drug 1: CC1=C(C=C(C=C1)NC2=NC=CC(=N2)N(C)C3=CC4=NN(C(=C4C=C3)C)C)S(=O)(=O)N.Cl. Drug 2: C1=C(C(=O)NC(=O)N1)N(CCCl)CCCl. Cell line: OVCAR-8. Synergy scores: CSS=24.3, Synergy_ZIP=-1.10, Synergy_Bliss=3.59, Synergy_Loewe=-1.03, Synergy_HSA=3.74. (10) Drug 1: CC1=C(N=C(N=C1N)C(CC(=O)N)NCC(C(=O)N)N)C(=O)NC(C(C2=CN=CN2)OC3C(C(C(C(O3)CO)O)O)OC4C(C(C(C(O4)CO)O)OC(=O)N)O)C(=O)NC(C)C(C(C)C(=O)NC(C(C)O)C(=O)NCCC5=NC(=CS5)C6=NC(=CS6)C(=O)NCCC[S+](C)C)O. Drug 2: C1=NC2=C(N1)C(=S)N=CN2. Cell line: HCT116. Synergy scores: CSS=65.1, Synergy_ZIP=-0.628, Synergy_Bliss=-1.90, Synergy_Loewe=0.171, Synergy_HSA=4.36.